From a dataset of Forward reaction prediction with 1.9M reactions from USPTO patents (1976-2016). Predict the product of the given reaction. (1) Given the reactants [CH2:1]([N:8]1[CH:17]([C:18]2[CH:23]=[CH:22][C:21]([C:24]([F:27])([F:26])[F:25])=[CH:20][CH:19]=2)[C:16]2[N:15]=[C:14](Br)[CH:13]=[CH:12][C:11]=2[CH2:10][CH:9]1[CH3:29])[C:2]1[CH:7]=[CH:6][CH:5]=[CH:4][CH:3]=1.[BH4-].[Na+], predict the reaction product. The product is: [CH2:1]([N:8]1[CH:17]([C:18]2[CH:19]=[CH:20][C:21]([C:24]([F:27])([F:25])[F:26])=[CH:22][CH:23]=2)[C:16]2[N:15]=[CH:14][CH:13]=[CH:12][C:11]=2[CH:10]=[C:9]1[CH3:29])[C:2]1[CH:7]=[CH:6][CH:5]=[CH:4][CH:3]=1. (2) The product is: [F:1][C:2]1[C:7]([O:8][CH3:9])=[CH:6][C:5]([O:10][CH3:11])=[C:4]([F:12])[C:3]=1[C:13]1[N:18]=[C:17]2[NH:19][N:20]=[C:21]([C:33]3[CH:34]=[CH:35][C:29]4[O:28][CH:27]([C:25]([N:24]([CH3:23])[CH3:45])=[O:26])[CH2:31][C:30]=4[CH:32]=3)[C:16]2=[CH:15][N:14]=1. Given the reactants [F:1][C:2]1[C:7]([O:8][CH3:9])=[CH:6][C:5]([O:10][CH3:11])=[C:4]([F:12])[C:3]=1[C:13]1[N:18]=[C:17]2[NH:19][N:20]=[C:21](I)[C:16]2=[CH:15][N:14]=1.[CH3:23][N:24]([CH3:45])[C:25]([CH:27]1[CH2:31][C:30]2[CH:32]=[C:33](B3OC(C)(C)C(C)(C)O3)[CH:34]=[CH:35][C:29]=2[O:28]1)=[O:26].C(=O)([O-])[O-].[Na+].[Na+], predict the reaction product. (3) Given the reactants [CH3:1][O:2][C:3](=[O:12])[C:4]1[CH:9]=[CH:8][C:7]([OH:10])=[C:6]([Cl:11])[CH:5]=1.C(=O)([O-])[O-].[K+].[K+].[CH2:19](I)[CH3:20], predict the reaction product. The product is: [Cl:11][C:6]1[CH:5]=[C:4]([CH:9]=[CH:8][C:7]=1[O:10][CH2:19][CH3:20])[C:3]([O:2][CH3:1])=[O:12]. (4) Given the reactants [Cl:1][C:2]1[CH:11]=[C:10]([C:12](=O)[CH3:13])[C:9]([N:15]2[CH2:20][CH2:19][CH:18]([CH2:21][OH:22])[CH2:17][CH2:16]2)=[C:8]2[C:3]=1[CH:4]=[CH:5][CH:6]=[N:7]2.C([O-])(=O)C.[NH4+].C([BH3-])#[N:29].[Na+].O1CCCC1, predict the reaction product. The product is: [NH2:29][CH:12]([C:10]1[C:9]([N:15]2[CH2:20][CH2:19][CH:18]([CH2:21][OH:22])[CH2:17][CH2:16]2)=[C:8]2[C:3]([CH:4]=[CH:5][CH:6]=[N:7]2)=[C:2]([Cl:1])[CH:11]=1)[CH3:13]. (5) Given the reactants I[C:2]1[C:10]2[C:5](=[N:6][CH:7]=[C:8]([C:11]3[CH:12]=[C:13]([C:17]([N:19]4[CH2:24][CH2:23][O:22][CH2:21][CH2:20]4)=[O:18])[CH:14]=[CH:15][CH:16]=3)[CH:9]=2)[N:4]([S:25]([C:28]2[CH:34]=[CH:33][C:31]([CH3:32])=[CH:30][CH:29]=2)(=[O:27])=[O:26])[CH:3]=1.[F:35][C:36]1[CH:41]=[CH:40][CH:39]=[CH:38][C:37]=1B(O)O.ClCCl.C(=O)([O-])[O-].[Na+].[Na+], predict the reaction product. The product is: [F:35][C:36]1[CH:41]=[CH:40][CH:39]=[CH:38][C:37]=1[C:2]1[C:10]2[C:5](=[N:6][CH:7]=[C:8]([C:11]3[CH:12]=[C:13]([C:17]([N:19]4[CH2:24][CH2:23][O:22][CH2:21][CH2:20]4)=[O:18])[CH:14]=[CH:15][CH:16]=3)[CH:9]=2)[N:4]([S:25]([C:28]2[CH:34]=[CH:33][C:31]([CH3:32])=[CH:30][CH:29]=2)(=[O:27])=[O:26])[CH:3]=1. (6) Given the reactants [CH2:1]([O:8][C:9](=[O:39])[C:10]1[CH:15]=[CH:14][C:13](B2OC(C)(C)C(C)(C)O2)=[C:12]([CH2:25][N:26]([C:29]([O:31][CH2:32][C:33]2[CH:38]=[CH:37][CH:36]=[CH:35][CH:34]=2)=[O:30])[CH2:27][CH3:28])[CH:11]=1)[C:2]1[CH:7]=[CH:6][CH:5]=[CH:4][CH:3]=1.C([O:42][C:43](=[O:52])[CH2:44][C:45]1[CH:46]=[N:47][CH:48]=[C:49](Br)[CH:50]=1)C.C(=O)([O-])[O-].[K+].[K+], predict the reaction product. The product is: [CH2:1]([O:8][C:9](=[O:39])[C:10]1[CH:15]=[CH:14][C:13]([C:49]2[CH:48]=[N:47][CH:46]=[C:45]([CH2:44][C:43]([OH:42])=[O:52])[CH:50]=2)=[C:12]([CH2:25][N:26]([C:29]([O:31][CH2:32][C:33]2[CH:34]=[CH:35][CH:36]=[CH:37][CH:38]=2)=[O:30])[CH2:27][CH3:28])[CH:11]=1)[C:2]1[CH:7]=[CH:6][CH:5]=[CH:4][CH:3]=1. (7) Given the reactants [CH2:1]([O:8][C:9]([N:11]1[CH2:15][CH2:14][CH2:13][C@H:12]1[C:16]([C:18]1[C:26]2[C:21](=[CH:22][CH:23]=[CH:24][CH:25]=2)[NH:20][CH:19]=1)=O)=[O:10])[C:2]1[CH:7]=[CH:6][CH:5]=[CH:4][CH:3]=1.[BH4-].[Li+], predict the reaction product. The product is: [CH2:1]([O:8][C:9]([N:11]1[CH2:15][CH2:14][CH2:13][C@H:12]1[CH2:16][C:18]1[C:26]2[C:21](=[CH:22][CH:23]=[CH:24][CH:25]=2)[NH:20][CH:19]=1)=[O:10])[C:2]1[CH:3]=[CH:4][CH:5]=[CH:6][CH:7]=1.